This data is from HIV replication inhibition screening data with 41,000+ compounds from the AIDS Antiviral Screen. The task is: Binary Classification. Given a drug SMILES string, predict its activity (active/inactive) in a high-throughput screening assay against a specified biological target. (1) The molecule is CC(=O)n1c(COc2ccc3c(C)cc(=O)oc3c2)nc2ccccc2c1=O. The result is 0 (inactive). (2) The compound is CC(CC1(O)C(=O)Nc2ccccc21)=NO. The result is 0 (inactive). (3) The drug is Cc1ccc(C=C2C(=O)NC(=O)NC2=O)cc1. The result is 0 (inactive). (4) The molecule is N#CC(C(=NNC(N)=S)C(=NNC(N)=S)C(C#N)c1ccc(Cl)cc1)c1ccc(Cl)cc1. The result is 0 (inactive). (5) The molecule is O=C1c2ccccc2C2(c3ccc(F)cc3)NCCN12. The result is 0 (inactive). (6) The molecule is O=c1c(SCc2ccc(Br)cc2)c(SCc2ccc(Br)cc2)cnn1-c1ccccc1. The result is 0 (inactive). (7) The drug is CC(C)(C)OC(=O)CN1CCNCCNCC1. The result is 0 (inactive).